Dataset: Full USPTO retrosynthesis dataset with 1.9M reactions from patents (1976-2016). Task: Predict the reactants needed to synthesize the given product. (1) The reactants are: [Cl:1][C:2]1[CH:7]=[C:6]([O:8][C:9]2[C:18]3[C:13](=[CH:14][C:15]([O:21][CH3:22])=[C:16]([O:19][CH3:20])[CH:17]=3)[N:12]=[CH:11][N:10]=2)[CH:5]=[CH:4][C:3]=1[NH:23][C:24]([NH:26][CH2:27][CH2:28][CH3:29])=[O:25].[H-].[Na+].[C:32](Cl)(=[O:34])[CH3:33]. Given the product [C:32]([N:23]([C:3]1[CH:4]=[CH:5][C:6]([O:8][C:9]2[C:18]3[C:13](=[CH:14][C:15]([O:21][CH3:22])=[C:16]([O:19][CH3:20])[CH:17]=3)[N:12]=[CH:11][N:10]=2)=[CH:7][C:2]=1[Cl:1])[C:24]([NH:26][CH2:27][CH2:28][CH3:29])=[O:25])(=[O:34])[CH3:33], predict the reactants needed to synthesize it. (2) Given the product [NH2:7][C:8]1[S:9][C:10]([C:36]2[CH:41]=[CH:40][CH:39]=[CH:38][N:37]=2)=[CH:11][C:12]=1[C:13]([N:15]1[CH2:20][CH2:19][CH:18]([N:21]2[CH2:35][CH2:34][CH2:33][C:23]3([C:27](=[O:28])[N:26]([CH:29]4[CH2:31][CH2:30]4)[C:25](=[O:32])[CH2:24]3)[CH2:22]2)[CH2:17][CH2:16]1)=[O:14], predict the reactants needed to synthesize it. The reactants are: C(OC(=O)[NH:7][C:8]1[S:9][C:10]([C:36]2[CH:41]=[CH:40][CH:39]=[CH:38][N:37]=2)=[CH:11][C:12]=1[C:13]([N:15]1[CH2:20][CH2:19][CH:18]([N:21]2[CH2:35][CH2:34][CH2:33][C:23]3([C:27](=[O:28])[N:26]([CH:29]4[CH2:31][CH2:30]4)[C:25](=[O:32])[CH2:24]3)[CH2:22]2)[CH2:17][CH2:16]1)=[O:14])(C)(C)C.C(=O)([O-])[O-].[K+].[K+]. (3) Given the product [NH:19]1[CH:20]=[C:16]([CH2:15][N:9]([CH2:10][C:11]([F:12])([F:13])[F:14])[C:6]2[CH:7]=[CH:8][C:3]([C:1]#[N:2])=[C:4]([C:28]([F:29])([F:31])[F:30])[CH:5]=2)[N:17]=[CH:18]1, predict the reactants needed to synthesize it. The reactants are: [C:1]([C:3]1[CH:8]=[CH:7][C:6]([N:9]([CH2:15][C:16]2[N:17]=[CH:18][N:19](C(OC(C)(C)C)=O)[CH:20]=2)[CH2:10][C:11]([F:14])([F:13])[F:12])=[CH:5][C:4]=1[C:28]([F:31])([F:30])[F:29])#[N:2].[SiH](CC)(CC)CC.C(O)(C(F)(F)F)=O.